Dataset: CYP2C19 inhibition data for predicting drug metabolism from PubChem BioAssay. Task: Regression/Classification. Given a drug SMILES string, predict its absorption, distribution, metabolism, or excretion properties. Task type varies by dataset: regression for continuous measurements (e.g., permeability, clearance, half-life) or binary classification for categorical outcomes (e.g., BBB penetration, CYP inhibition). Dataset: cyp2c19_veith. (1) The compound is CCOc1ccccc1Oc1coc2cc(OC)ccc2c1=O. The result is 1 (inhibitor). (2) The result is 0 (non-inhibitor). The molecule is COc1ccc(-c2nc3cnc(N4CCN(C)CC4)nc3n(C3CC3)c2=O)cc1. (3) The compound is Cc1ccc([C@@H](O)c2cnc(C)n2Cc2ccccc2)cc1. The result is 1 (inhibitor). (4) The compound is Cc1ccc(-n2ncc(N(C)C)c(Cl)c2=O)cc1. The result is 0 (non-inhibitor). (5) The drug is CSc1ccc2c(c1)N(CCCN(C)C)c1ccccc1S2. The result is 0 (non-inhibitor). (6) The result is 0 (non-inhibitor). The drug is Cn1cc(-c2nc3cnc(Oc4ccccc4)nc3n(CCC#N)c2=O)c2ccccc21. (7) The molecule is C=CCn1cnc2scc(-c3ccccc3)c2c1=O. The result is 1 (inhibitor). (8) The drug is Cc1ccc(N=C/C(C(=O)C(F)(F)F)=C(\O)c2cccs2)cc1. The result is 1 (inhibitor). (9) The molecule is CCNc1ncc2nc(-c3cn(C)c4ccccc34)c(=O)n(Cc3cccc(OC)c3)c2n1. The result is 0 (non-inhibitor). (10) The molecule is c1ccc2c(Nc3ccncc3)nc(-c3ccc4c(c3)OCO4)nc2c1. The result is 1 (inhibitor).